From a dataset of Reaction yield outcomes from USPTO patents with 853,638 reactions. Predict the reaction yield, written as a fraction of the theoretical maximum amount of product (1.0 means a 100% yield; for example, 0.34 means a 34% yield). (1) The catalyst is CN(C=O)C.CC([O-])=O.CC([O-])=O.[Pd+2].C1(P(C2C=CC=CC=2)CCCP(C2C=CC=CC=2)C2C=CC=CC=2)C=CC=CC=1. The yield is 0.540. The reactants are [CH3:1][O:2][C:3]([C:5]1[N:6]=[C:7]2[C:22](I)=[CH:21][C:20]([N:24]3[CH2:29][CH2:28][O:27][CH2:26][CH2:25]3)=[CH:19][N:8]2[C:9](=[O:18])[C:10]=1[CH2:11][C:12]1[CH:17]=[CH:16][CH:15]=[CH:14][CH:13]=1)=[O:4].[CH:30]([O:32][CH2:33][CH2:34][CH2:35][CH3:36])=[CH2:31].N#N.O. The product is [CH3:1][O:2][C:3]([C:5]1[N:6]=[C:7]2[C:22]([C:30]([O:32][CH2:33][CH2:34][CH2:35][CH3:36])=[CH2:31])=[CH:21][C:20]([N:24]3[CH2:29][CH2:28][O:27][CH2:26][CH2:25]3)=[CH:19][N:8]2[C:9](=[O:18])[C:10]=1[CH2:11][C:12]1[CH:17]=[CH:16][CH:15]=[CH:14][CH:13]=1)=[O:4]. (2) The reactants are C(O[C:6](=[O:28])[NH:7][C@@H:8]([CH2:21][C:22]1[CH:27]=[CH:26][CH:25]=[CH:24][CH:23]=1)[CH:9]([C:11](=[O:20])[NH:12][CH2:13][C:14]1[CH:19]=[CH:18][CH:17]=[CH:16][CH:15]=1)[OH:10])(C)(C)C.FC(F)(F)C(O)=O.[CH2:36]([O:43][C:44]([NH:46][C:47]1([C:50]([NH:52][C@@H:53]([CH2:57][C:58]2[CH:63]=[CH:62][C:61]([O:64][CH3:65])=[CH:60][CH:59]=2)C(O)=O)=[O:51])[CH2:49][CH2:48]1)=[O:45])[C:37]1[CH:42]=[CH:41][CH:40]=[CH:39][CH:38]=1.CN(C(ON1N=NC2C=CC=NC1=2)=[N+](C)C)C.F[P-](F)(F)(F)(F)F.C(N(CC)C(C)C)(C)C. The catalyst is C(Cl)Cl.CN(C=O)C. The product is [CH2:36]([O:43][C:44](=[O:45])[NH:46][C:47]1([C:50](=[O:51])[NH:52][C@H:53]([C:6](=[O:28])[NH:7][C@@H:8]([CH2:21][C:22]2[CH:23]=[CH:24][CH:25]=[CH:26][CH:27]=2)[CH:9]([C:11](=[O:20])[NH:12][CH2:13][C:14]2[CH:15]=[CH:16][CH:17]=[CH:18][CH:19]=2)[OH:10])[CH2:57][C:58]2[CH:63]=[CH:62][C:61]([O:64][CH3:65])=[CH:60][CH:59]=2)[CH2:48][CH2:49]1)[C:37]1[CH:42]=[CH:41][CH:40]=[CH:39][CH:38]=1. The yield is 0.610. (3) The yield is 0.440. The catalyst is O. The reactants are [OH:1][C:2]1[CH:3]=[CH:4][C:5]([CH3:18])=[C:6]([NH:8][C:9]([C:11]2[N:15]([CH3:16])[N:14]=[C:13]([CH3:17])[CH:12]=2)=[O:10])[CH:7]=1.Br[C:20]1[CH:21]=[CH:22][C:23]([N+:26]([O-:28])=[O:27])=[N:24][CH:25]=1.C(=O)([O-])[O-].[Cs+].[Cs+].CN(C)C=O. The product is [CH3:16][N:15]1[C:11]([C:9]([NH:8][C:6]2[CH:7]=[C:2]([O:1][C:20]3[CH:25]=[N:24][C:23]([N+:26]([O-:28])=[O:27])=[CH:22][CH:21]=3)[CH:3]=[CH:4][C:5]=2[CH3:18])=[O:10])=[CH:12][C:13]([CH3:17])=[N:14]1. (4) The reactants are [CH2:1]([O:8][C:9]1[C:13]([O:14][CH2:15][C:16]2[CH:21]=[CH:20][CH:19]=[CH:18][CH:17]=2)=[C:12]([C:22](=[O:26])[N:23]([CH3:25])[CH3:24])[N:11]([C:27]2[CH:32]=[CH:31][C:30]([O:33]CC3C=CC(OC)=CC=3)=[CH:29][CH:28]=2)[C:10]=1[C:43]([O:45][CH2:46][CH3:47])=[O:44])[C:2]1[CH:7]=[CH:6][CH:5]=[CH:4][CH:3]=1.COC1C=CC(COC2C=CC(N)=CC=2)=CC=1. The catalyst is CC(O)=O. The product is [CH2:1]([O:8][C:9]1[C:13]([O:14][CH2:15][C:16]2[CH:21]=[CH:20][CH:19]=[CH:18][CH:17]=2)=[C:12]([C:22](=[O:26])[N:23]([CH3:25])[CH3:24])[N:11]([C:27]2[CH:32]=[CH:31][C:30]([OH:33])=[CH:29][CH:28]=2)[C:10]=1[C:43]([O:45][CH2:46][CH3:47])=[O:44])[C:2]1[CH:7]=[CH:6][CH:5]=[CH:4][CH:3]=1. The yield is 0.910. (5) The reactants are Br[C:2]1[CH:3]=[C:4]([CH:21]=[C:22]([Br:24])[CH:23]=1)[CH2:5][CH2:6][C:7]1[CH:12]=[C:11]([CH3:13])[CH:10]=[C:9]([N:14]2[C:18]([CH3:19])=[CH:17][CH:16]=[C:15]2[CH3:20])[N:8]=1.[C:25]([Cu])#[N:26].CN(C=O)C. The catalyst is ClCCl. The product is [Br:24][C:22]1[CH:23]=[C:2]([CH:3]=[C:4]([CH2:5][CH2:6][C:7]2[CH:12]=[C:11]([CH3:13])[CH:10]=[C:9]([N:14]3[C:15]([CH3:20])=[CH:16][CH:17]=[C:18]3[CH3:19])[N:8]=2)[CH:21]=1)[C:25]#[N:26]. The yield is 0.570. (6) The reactants are [C:1]([O:5][C:6]([N:8]1[CH2:13][CH2:12][N:11]([C:14]2[CH:19]=[C:18]([CH2:20][O:21][C:22]3[CH:27]=[CH:26][CH:25]=[CH:24][C:23]=3[C:28]([F:31])([F:30])[F:29])[C:17]([Br:32])=[CH:16][C:15]=2[NH2:33])[CH2:10][CH2:9]1)=[O:7])([CH3:4])([CH3:3])[CH3:2].[C:34]([C:37]1[C:46]2[C:41](=[CH:42][CH:43]=[CH:44][CH:45]=2)[CH:40]=[CH:39][N:38]=1)(O)=[O:35].CN(C(ON1N=NC2C=CC=CC1=2)=[N+](C)C)C.F[P-](F)(F)(F)(F)F.CCN(C(C)C)C(C)C. The catalyst is CN(C=O)C.C(OCC)(=O)C. The product is [C:1]([O:5][C:6]([N:8]1[CH2:9][CH2:10][N:11]([C:14]2[CH:19]=[C:18]([CH2:20][O:21][C:22]3[CH:27]=[CH:26][CH:25]=[CH:24][C:23]=3[C:28]([F:31])([F:29])[F:30])[C:17]([Br:32])=[CH:16][C:15]=2[NH:33][C:34]([C:37]2[C:46]3[C:41](=[CH:42][CH:43]=[CH:44][CH:45]=3)[CH:40]=[CH:39][N:38]=2)=[O:35])[CH2:12][CH2:13]1)=[O:7])([CH3:4])([CH3:2])[CH3:3]. The yield is 0.820. (7) The reactants are [OH-].[K+].[Br:3][C:4]1[CH:11]=[CH:10][CH:9]=[C:8](F)[C:5]=1[CH:6]=O.[SH:13][CH2:14][C:15]([OH:17])=[O:16]. The catalyst is CN(C)C=O. The product is [Br:3][C:4]1[C:5]2[CH:6]=[C:14]([C:15]([OH:17])=[O:16])[S:13][C:8]=2[CH:9]=[CH:10][CH:11]=1. The yield is 0.782. (8) The reactants are CO.[F:3][C:4]1[CH:9]=[CH:8][C:7]([F:10])=[CH:6][C:5]=1[C@H:11]1[CH2:15][CH2:14][CH2:13][N:12]1[C:16]1[CH:21]=[CH:20][N:19]2[N:22]=[CH:23][C:24]([NH:25][C:26]([N:28]3[CH2:31][CH:30]([OH:32])[CH2:29]3)=[O:27])=[C:18]2[N:17]=1.[ClH:33]. The catalyst is O1CCOCC1. The product is [ClH:33].[F:3][C:4]1[CH:9]=[CH:8][C:7]([F:10])=[CH:6][C:5]=1[C@H:11]1[CH2:15][CH2:14][CH2:13][N:12]1[C:16]1[CH:21]=[CH:20][N:19]2[N:22]=[CH:23][C:24]([NH:25][C:26]([N:28]3[CH2:31][CH:30]([OH:32])[CH2:29]3)=[O:27])=[C:18]2[N:17]=1. The yield is 1.01. (9) The catalyst is CO. The reactants are [NH2:1][C:2]1[C:7]2=[C:8]([C:21]#[C:22][Si](C)(C)C)[CH:9]=[C:10]([C@@H:11]3[O:17][C@H:16]([CH2:18][OH:19])[C@@H:14]([OH:15])[C@@:12]3([CH3:20])[OH:13])[N:6]2[N:5]=[CH:4][N:3]=1.C(=O)([O-])[O-]. The product is [NH2:1][C:2]1[C:7]2=[C:8]([C:21]#[CH:22])[CH:9]=[C:10]([C@@H:11]3[O:17][C@H:16]([CH2:18][OH:19])[C@@H:14]([OH:15])[C@@:12]3([CH3:20])[OH:13])[N:6]2[N:5]=[CH:4][N:3]=1. The yield is 0.280. (10) The reactants are [CH3:1][C:2]1[C:16](=[O:17])[N:15]=[C:14]2[N:4]([C@@H:5]3[O:9][C@H:8]([CH2:10][OH:11])[C@@H:7]([OH:12])[C@@H:6]3[O:13]2)[CH:3]=1.[CH3:18][O:19][CH2:20][CH2:21][O:22]B([O:22][CH2:21][CH2:20][O:19][CH3:18])[O:22][CH2:21][CH2:20][O:19][CH3:18]. The catalyst is COCCO. The product is [CH3:18][O:19][CH2:20][CH2:21][O:22][C@@H:6]1[C@H:7]([OH:12])[C@@H:8]([CH2:10][OH:11])[O:9][C@H:5]1[N:4]1[CH:3]=[C:2]([CH3:1])[C:16](=[O:17])[NH:15][C:14]1=[O:13]. The yield is 0.630.